This data is from Reaction yield outcomes from USPTO patents with 853,638 reactions. The task is: Predict the reaction yield, written as a fraction of the theoretical maximum amount of product (1.0 means a 100% yield; for example, 0.34 means a 34% yield). (1) The reactants are Cl[CH2:2][CH2:3][NH:4][C:5]1[CH:6]=[C:7]2[C:11](=[CH:12][CH:13]=1)[C:10](=[C:14]1[C:22]3[C:17](=[CH:18][CH:19]=[CH:20][CH:21]=3)[NH:16][C:15]1=[O:23])[O:9][CH2:8]2.[NH:24]1[CH2:29][CH2:28][CH2:27][CH2:26][CH2:25]1. No catalyst specified. The product is [N:24]1([CH2:2][CH2:3][NH:4][C:5]2[CH:6]=[C:7]3[C:11](=[CH:12][CH:13]=2)[C:10](=[C:14]2[C:22]4[C:17](=[CH:18][CH:19]=[CH:20][CH:21]=4)[NH:16][C:15]2=[O:23])[O:9][CH2:8]3)[CH2:29][CH2:28][CH2:27][CH2:26][CH2:25]1. The yield is 0.890. (2) The reactants are [Cl:1][C:2]1[C:7]([F:8])=[C:6]([F:9])[CH:5]=[CH:4][C:3]=1[CH2:10][NH:11][C:12]([CH:14]1[CH2:18][NH:17][C:16](=[O:19])[N:15]1[CH3:20])=[O:13].Br[C:22]1[N:23]([CH3:27])[CH:24]=[CH:25][N:26]=1.P([O-])([O-])([O-])=O.[K+].[K+].[K+].CN(C)[C@@H]1CCCC[C@H]1N. The catalyst is O1CCOCC1.[Cu]I. The product is [Cl:1][C:2]1[C:7]([F:8])=[C:6]([F:9])[CH:5]=[CH:4][C:3]=1[CH2:10][NH:11][C:12]([CH:14]1[CH2:18][N:17]([C:22]2[N:23]([CH3:27])[CH:24]=[CH:25][N:26]=2)[C:16](=[O:19])[N:15]1[CH3:20])=[O:13]. The yield is 0.190. (3) The reactants are [C:1]1([NH2:8])[CH:6]=[CH:5][CH:4]=[CH:3][C:2]=1[NH2:7].C(Cl)CCl.[CH2:13]([N:20]1[CH2:25][CH2:24][CH:23]=[C:22]([CH2:26][CH2:27][C:28](O)=[O:29])[C:21]1=[O:31])[C:14]1[CH:19]=[CH:18][CH:17]=[CH:16][CH:15]=1. The catalyst is CN(C1C=CN=CC=1)C.C(Cl)Cl.C(OCC)(=O)C. The product is [NH2:7][C:2]1[CH:3]=[CH:4][CH:5]=[CH:6][C:1]=1[NH:8][C:28](=[O:29])[CH2:27][CH2:26][C:22]1[C:21](=[O:31])[N:20]([CH2:13][C:14]2[CH:15]=[CH:16][CH:17]=[CH:18][CH:19]=2)[CH2:25][CH2:24][CH:23]=1. The yield is 0.910. (4) The reactants are [CH3:1][CH:2]([C:16](=[O:28])[CH:17]=[CH:18][C:19]1[CH:24]=[CH:23][C:22]([OH:25])=[C:21]([O:26][CH3:27])[CH:20]=1)[C:3](=[O:15])[CH:4]=[CH:5][C:6]1[CH:11]=[CH:10][C:9]([OH:12])=[C:8]([O:13][CH3:14])[CH:7]=1. The catalyst is [Pd].C(OCC)(=O)C. The product is [CH3:1][CH:2]([C:3](=[O:15])[CH2:4][CH2:5][C:6]1[CH:11]=[CH:10][C:9]([OH:12])=[C:8]([O:13][CH3:14])[CH:7]=1)[C:16](=[O:28])[CH2:17][CH2:18][C:19]1[CH:24]=[CH:23][C:22]([OH:25])=[C:21]([O:26][CH3:27])[CH:20]=1. The yield is 0.380. (5) The reactants are [C:1]([O:5][C:6](=[O:19])[NH:7][C:8]1([C:12]2[CH:17]=[CH:16][C:15](Br)=[CH:14][CH:13]=2)[CH2:11][CH2:10][CH2:9]1)([CH3:4])([CH3:3])[CH3:2].[B:20]1([B:20]2[O:24][C:23]([CH3:26])([CH3:25])[C:22]([CH3:28])([CH3:27])[O:21]2)[O:24][C:23]([CH3:26])([CH3:25])[C:22]([CH3:28])([CH3:27])[O:21]1.C([O-])(=O)C.[K+].C1COCC1. The catalyst is C(OCC)(=O)C.C1C=CC(P(C2C=CC=CC=2)[C-]2C=CC=C2)=CC=1.C1C=CC(P(C2C=CC=CC=2)[C-]2C=CC=C2)=CC=1.Cl[Pd]Cl.[Fe+2]. The product is [CH3:27][C:22]1([CH3:28])[C:23]([CH3:26])([CH3:25])[O:24][B:20]([C:15]2[CH:16]=[CH:17][C:12]([C:8]3([NH:7][C:6](=[O:19])[O:5][C:1]([CH3:4])([CH3:3])[CH3:2])[CH2:11][CH2:10][CH2:9]3)=[CH:13][CH:14]=2)[O:21]1. The yield is 0.913. (6) The reactants are [F:1][C:2]1[CH:3]=[CH:4][C:5]2[S:9][C:8]3[CH2:10][CH2:11][CH:12]([C:14]([O:16]CC)=[O:15])[CH2:13][C:7]=3[C:6]=2[CH:19]=1.[OH-].[K+].Cl.O. The catalyst is CCO. The product is [F:1][C:2]1[CH:3]=[CH:4][C:5]2[S:9][C:8]3[CH2:10][CH2:11][CH:12]([C:14]([OH:16])=[O:15])[CH2:13][C:7]=3[C:6]=2[CH:19]=1. The yield is 0.960. (7) The reactants are [NH2:1][C:2]([C:4]1[CH:8]=[C:7]([C:9]([OH:11])=O)[N:6]([C:12]2[CH:17]=[CH:16][C:15]([F:18])=[C:14]([C:19]#[N:20])[CH:13]=2)[N:5]=1)=[O:3].[N:21]1[CH:26]=[CH:25][CH:24]=[CH:23][CH:22]=1.C(N=[C:31]=[N:32][CH:33]([CH3:35])[CH3:34])(C)C.Cl. The catalyst is CN(C=O)C. The product is [C:19]([C:14]1[CH:13]=[C:12]([N:6]2[C:7]([C:9]([N:21]3[C:22]4[C:24](=[CH:23][CH:35]=[C:33]([N:32]5[CH2:31][CH2:9][CH2:7][CH2:8][CH2:4][C:2]5=[O:3])[CH:34]=4)[CH2:25][CH2:26]3)=[O:11])=[CH:8][C:4]([C:2]([NH2:1])=[O:3])=[N:5]2)[CH:17]=[CH:16][C:15]=1[F:18])#[N:20]. The yield is 0.290. (8) The reactants are CO[CH2:3][C:4]1[CH:5]=[C:6]([N:10]([CH2:18][C:19]2[CH:24]=[CH:23][CH:22]=[C:21]([O:25][C:26]([F:31])([F:30])[CH:27]([F:29])[F:28])[CH:20]=2)[CH2:11][CH:12]([OH:17])[C:13]([F:16])([F:15])[F:14])[CH:7]=[CH:8][CH:9]=1.B(Br)(Br)[Br:33].COC. The catalyst is ClCCl. The product is [Br:33][CH2:3][C:4]1[CH:5]=[C:6]([N:10]([CH2:18][C:19]2[CH:24]=[CH:23][CH:22]=[C:21]([O:25][C:26]([F:31])([F:30])[CH:27]([F:29])[F:28])[CH:20]=2)[CH2:11][CH:12]([OH:17])[C:13]([F:16])([F:15])[F:14])[CH:7]=[CH:8][CH:9]=1. The yield is 0.590. (9) The reactants are C([O:3][C:4](=[O:51])[CH2:5][CH2:6][CH2:7][O:8][C:9]1[CH:14]=[CH:13][CH:12]=[C:11]([CH2:15][CH2:16][CH2:17][CH2:18][CH2:19][CH2:20][O:21][C:22]2[CH:27]=[C:26]([C:28]3[CH:33]=[CH:32][N:31]=[CH:30][CH:29]=3)[CH:25]=[C:24]([C:34]3[CH:43]=[CH:42][C:37]4[O:38][CH2:39][CH2:40][O:41][C:36]=4[CH:35]=3)[CH:23]=2)[C:10]=1[CH2:44][CH2:45][C:46]([O:48]CC)=[O:47])C.[OH-].[Na+]. No catalyst specified. The product is [C:46]([CH2:45][CH2:44][C:10]1[C:11]([CH2:15][CH2:16][CH2:17][CH2:18][CH2:19][CH2:20][O:21][C:22]2[CH:27]=[C:26]([C:28]3[CH:33]=[CH:32][N:31]=[CH:30][CH:29]=3)[CH:25]=[C:24]([C:34]3[CH:43]=[CH:42][C:37]4[O:38][CH2:39][CH2:40][O:41][C:36]=4[CH:35]=3)[CH:23]=2)=[CH:12][CH:13]=[CH:14][C:9]=1[O:8][CH2:7][CH2:6][CH2:5][C:4]([OH:51])=[O:3])([OH:48])=[O:47]. The yield is 0.860. (10) The reactants are [C:1]([O:5][C:6](=[O:41])[N:7]([CH2:20][CH2:21][CH2:22][N:23]1[C:32](=[O:33])[C:31]([CH3:35])([CH3:34])[C:30]2[C:25](=[C:26]([N+:37]([O-])=O)[C:27]([NH2:36])=[CH:28][CH:29]=2)[C:24]1=[O:40])[CH2:8][CH2:9][C:10]1[CH:15]=[CH:14][C:13]([O:16][CH3:17])=[C:12]([O:18][CH3:19])[CH:11]=1)([CH3:4])([CH3:3])[CH3:2]. The catalyst is CCO.C1COCC1.[OH-].[OH-].[Pd+2]. The product is [C:1]([O:5][C:6](=[O:41])[N:7]([CH2:20][CH2:21][CH2:22][N:23]1[C:32](=[O:33])[C:31]([CH3:34])([CH3:35])[C:30]2[C:25](=[C:26]([NH2:37])[C:27]([NH2:36])=[CH:28][CH:29]=2)[C:24]1=[O:40])[CH2:8][CH2:9][C:10]1[CH:15]=[CH:14][C:13]([O:16][CH3:17])=[C:12]([O:18][CH3:19])[CH:11]=1)([CH3:2])([CH3:3])[CH3:4]. The yield is 0.830.